This data is from Forward reaction prediction with 1.9M reactions from USPTO patents (1976-2016). The task is: Predict the product of the given reaction. (1) Given the reactants C(OC([NH:8][C@@H:9]([CH2:14][CH2:15][C:16]([C:18]1[CH:23]=[CH:22][C:21]([O:24][CH2:25][C:26]2[CH:31]=[CH:30][CH:29]=[CH:28][C:27]=2[F:32])=[CH:20][CH:19]=1)=O)[C:10]([O:12][CH3:13])=[O:11])=O)(C)(C)C.C(O)(C(F)(F)F)=O, predict the reaction product. The product is: [F:32][C:27]1[CH:28]=[CH:29][CH:30]=[CH:31][C:26]=1[CH2:25][O:24][C:21]1[CH:22]=[CH:23][C:18]([C:16]2[CH2:15][CH2:14][C@@H:9]([C:10]([O:12][CH3:13])=[O:11])[N:8]=2)=[CH:19][CH:20]=1. (2) Given the reactants [Cl:1][C:2]1[CH:3]=[C:4]2[C:9](=[CH:10][CH:11]=1)[N:8]=[C:7]([N:12]1[CH2:17][CH2:16][NH:15][CH2:14][CH2:13]1)[C:6]([NH:18][NH2:19])=[N:5]2.ClC1C=C2C(=CC=1)N=C(N1CCNCC1)[N:25]=C2NN, predict the reaction product. The product is: [Cl:1][C:2]1[CH:3]=[C:4]2[C:9]([N:8]=[C:7]([N:12]3[CH2:17][CH2:16][NH:15][CH2:14][CH2:13]3)[C:6]3[N:5]2[N:25]=[N:19][N:18]=3)=[CH:10][CH:11]=1. (3) Given the reactants [C:1]1([CH3:7])[CH:6]=[CH:5][CH:4]=[CH:3][CH:2]=1.C(O[CH:11]=[CH:12][C:13](=[O:18])[C:14]([F:17])([F:16])[F:15])C, predict the reaction product. The product is: [F:17][C:14]([F:15])([F:16])[C:13](=[O:18])[CH:12]=[CH:11][C:4]1[CH:5]=[CH:6][C:1]([CH3:7])=[CH:2][CH:3]=1. (4) The product is: [CH2:8]([NH:10][C:11]([N:23]1[C:24]([CH3:26])=[CH:25][C:21]([O:20][C:17]2[CH:18]=[CH:19][C:14]([F:13])=[CH:15][C:16]=2[N+:27]([O-:29])=[O:28])=[N:22]1)=[O:12])[CH3:9]. Given the reactants C(N(CC)CC)C.[CH2:8]([N:10]=[C:11]=[O:12])[CH3:9].[F:13][C:14]1[CH:19]=[CH:18][C:17]([O:20][C:21]2[CH:25]=[C:24]([CH3:26])[NH:23][N:22]=2)=[C:16]([N+:27]([O-:29])=[O:28])[CH:15]=1.Cl, predict the reaction product. (5) Given the reactants C([O:5][C:6]([C:8]([CH2:22][CH:23]([CH3:25])[CH3:24])([CH2:16][C:17]([O:19][CH2:20][CH3:21])=[O:18])[C:9]([O:11]C(C)(C)C)=[O:10])=[O:7])(C)(C)C, predict the reaction product. The product is: [CH2:20]([O:19][C:17]([CH2:16][C:8]([CH2:22][CH:23]([CH3:24])[CH3:25])([C:6]([OH:7])=[O:5])[C:9]([OH:11])=[O:10])=[O:18])[CH3:21]. (6) Given the reactants [OH:1][C:2]1[C:11]2[C:6](=[CH:7][CH:8]=[CH:9][CH:10]=2)[C:5]([CH2:15][CH2:16][CH3:17])([CH2:12][CH2:13][CH3:14])[C:4](=[O:18])[C:3]=1[C:19](OCC)=[O:20].[NH2:24][C:25]1[CH:30]=[CH:29][CH:28]=[CH:27][C:26]=1[S:31]([NH2:34])(=[O:33])=[O:32], predict the reaction product. The product is: [NH2:34][S:31]([C:26]1[CH:27]=[CH:28][CH:29]=[CH:30][C:25]=1[NH:24][C:19]([C:3]1[C:4](=[O:18])[C:5]([CH2:15][CH2:16][CH3:17])([CH2:12][CH2:13][CH3:14])[C:6]2[C:11](=[CH:10][CH:9]=[CH:8][CH:7]=2)[C:2]=1[OH:1])=[O:20])(=[O:32])=[O:33].